Dataset: Catalyst prediction with 721,799 reactions and 888 catalyst types from USPTO. Task: Predict which catalyst facilitates the given reaction. (1) Reactant: C(OC([N:8]1[C:16]2[C:11](=[CH:12][C:13]([O:17][CH2:18][CH2:19][CH2:20][CH2:21][N:22]([CH2:24][CH:25]=[CH2:26])[CH3:23])=[CH:14][CH:15]=2)[CH2:10][CH2:9]1)=O)(C)(C)C. Product: [CH2:24]([N:22]([CH2:21][CH2:20][CH2:19][CH2:18][O:17][C:13]1[CH:12]=[C:11]2[C:16](=[CH:15][CH:14]=1)[NH:8][CH2:9][CH2:10]2)[CH3:23])[CH:25]=[CH2:26]. The catalyst class is: 2. (2) Reactant: [F:1][C:2]([F:21])([F:20])[C@@H:3]([CH3:19])[CH2:4][C@H:5]([NH:8]C(=O)OCC1C=CC=CC=1)[CH2:6][OH:7]. Product: [NH2:8][C@@H:5]([CH2:4][C@H:3]([CH3:19])[C:2]([F:1])([F:20])[F:21])[CH2:6][OH:7]. The catalyst class is: 50.